This data is from Catalyst prediction with 721,799 reactions and 888 catalyst types from USPTO. The task is: Predict which catalyst facilitates the given reaction. (1) Reactant: [OH:1][CH2:2][CH2:3][CH2:4][CH2:5][C:6]([O:8][CH2:9][CH3:10])=[O:7].[Cl:11][C:12](Cl)([O:14]C(=O)OC(Cl)(Cl)Cl)Cl.N1C=CC=CC=1.O. Product: [Cl:11][C:12]([O:1][CH2:2][CH2:3][CH2:4][CH2:5][C:6]([O:8][CH2:9][CH3:10])=[O:7])=[O:14]. The catalyst class is: 2. (2) Reactant: [N:1]([CH2:4][C@:5]1([F:18])[CH2:10][CH2:9][CH2:8][N:7]([C:11]([O:13][C:14]([CH3:17])([CH3:16])[CH3:15])=[O:12])[CH2:6]1)=[N+]=[N-]. Product: [NH2:1][CH2:4][C@:5]1([F:18])[CH2:10][CH2:9][CH2:8][N:7]([C:11]([O:13][C:14]([CH3:16])([CH3:15])[CH3:17])=[O:12])[CH2:6]1. The catalyst class is: 29. (3) Reactant: [F-].C([N+](CCCC)(CCCC)CCCC)CCC.[Br:19][C:20]1[CH:21]=[C:22]([N:29]2[CH2:33][C@:32]3([CH:38]4[CH2:39][CH2:40][N:35]([CH2:36][CH2:37]4)[CH2:34]3)[O:31][C:30]2=[O:41])[O:23][C:24]=1[Si](C)(C)C. Product: [Br:19][C:20]1[CH:21]=[C:22]([N:29]2[CH2:33][C@:32]3([CH:38]4[CH2:37][CH2:36][N:35]([CH2:40][CH2:39]4)[CH2:34]3)[O:31][C:30]2=[O:41])[O:23][CH:24]=1. The catalyst class is: 7. (4) Reactant: [C:1]([O:5][C:6]([NH:8][CH2:9][CH2:10][CH2:11][C:12]1[CH:13]=[C:14]2[C:19](=[CH:20][C:21]=1[O:22][CH3:23])[N:18]=[CH:17][C:16]([C:24](OCC)=[O:25])=[C:15]2[NH:29][C:30]1[CH:35]=[CH:34][C:33]([Cl:36])=[C:32]([Cl:37])[CH:31]=1)=[O:7])([CH3:4])([CH3:3])[CH3:2].C([NH2:40])=O.C[O-].[Na+]. Product: [NH2:40][C:24]([C:16]1[CH:17]=[N:18][C:19]2[C:14]([C:15]=1[NH:29][C:30]1[CH:35]=[CH:34][C:33]([Cl:36])=[C:32]([Cl:37])[CH:31]=1)=[CH:13][C:12]([CH2:11][CH2:10][CH2:9][NH:8][C:6](=[O:7])[O:5][C:1]([CH3:2])([CH3:3])[CH3:4])=[C:21]([O:22][CH3:23])[CH:20]=2)=[O:25]. The catalyst class is: 163. (5) Reactant: C(OC[C:6]([C@:8]1([OH:30])[C@:24]2([CH3:25])[C@H:11]([C@H:12]3[C@:21]([F:27])([C@@H:22]([OH:26])[CH2:23]2)[C@:20]2([CH3:28])[C:15](=[CH:16][C:17](=[O:29])[CH2:18][CH2:19]2)[CH2:14][CH2:13]3)[CH2:10][CH2:9]1)=[O:7])(=O)C.[OH-].[Na+].Cl.I(O)(O)(O)(O)(O)=[O:35]. Product: [F:27][C@@:21]12[C@:20]3([CH3:28])[C:15](=[CH:16][C:17](=[O:29])[CH2:18][CH2:19]3)[CH2:14][CH2:13][C@H:12]1[C@H:11]1[C@@:24]([CH3:25])([C@@:8]([OH:30])([C:6]([OH:35])=[O:7])[CH2:9][CH2:10]1)[CH2:23][C@@H:22]2[OH:26]. The catalyst class is: 24. (6) Reactant: [NH2:1][CH2:2][C@H:3]([OH:27])[C@@H:4]([NH:19][C:20](=[O:26])[O:21][C:22]([CH3:25])([CH3:24])[CH3:23])[CH2:5][C@H:6]([CH2:10][O:11][CH2:12][C:13]1[CH:18]=[CH:17][CH:16]=[CH:15][CH:14]=1)[CH:7]([CH3:9])[CH3:8].[CH3:28][C:29]([CH3:37])([CH2:33][CH2:34][CH2:35][CH3:36])[C:30](O)=[O:31].C1C=CC2N(O)N=NC=2C=1.CCN=C=NCCCN(C)C.Cl.CCN(C(C)C)C(C)C. Product: [CH2:12]([O:11][CH2:10][C@H:6]([CH:7]([CH3:9])[CH3:8])[CH2:5][C@H:4]([NH:19][C:20](=[O:26])[O:21][C:22]([CH3:25])([CH3:24])[CH3:23])[C@@H:3]([OH:27])[CH2:2][NH:1][C:30](=[O:31])[C:29]([CH3:37])([CH3:28])[CH2:33][CH2:34][CH2:35][CH3:36])[C:13]1[CH:18]=[CH:17][CH:16]=[CH:15][CH:14]=1. The catalyst class is: 2. (7) Reactant: [F:1][C:2]1[CH:3]=[C:4]2[C:9](=[C:10]([O:12][Si:13]([CH:20]([CH3:22])[CH3:21])([CH:17]([CH3:19])[CH3:18])[CH:14]([CH3:16])[CH3:15])[CH:11]=1)[N:8]=[C:7]([CH3:23])[CH:6]=[CH:5]2.[Se](=O)=[O:25]. Product: [F:1][C:2]1[CH:3]=[C:4]2[C:9](=[C:10]([O:12][Si:13]([CH:20]([CH3:22])[CH3:21])([CH:17]([CH3:19])[CH3:18])[CH:14]([CH3:15])[CH3:16])[CH:11]=1)[N:8]=[C:7]([CH:23]=[O:25])[CH:6]=[CH:5]2. The catalyst class is: 38. (8) Reactant: C([N:5]1[C@H:9]([CH2:10][F:11])[C@@H:8]([C:12]2[CH:17]=[CH:16][C:15]([S:18]([CH3:21])(=[O:20])=[O:19])=[CH:14][CH:13]=2)[O:7]C1(C)C)(=O)CC.Cl.[OH-].[Na+].C(Cl)Cl. Product: [CH3:21][S:18]([C:15]1[CH:14]=[CH:13][C:12]([C@@H:8]([OH:7])[C@H:9]([NH2:5])[CH2:10][F:11])=[CH:17][CH:16]=1)(=[O:20])=[O:19]. The catalyst class is: 6.